Dataset: Full USPTO retrosynthesis dataset with 1.9M reactions from patents (1976-2016). Task: Predict the reactants needed to synthesize the given product. (1) The reactants are: [F:1][C:2]1[CH:3]=[C:4]([C:21]([O:23][CH3:24])=[O:22])[C:5]2[O:9][C:8]([C:10]3[CH:15]=[CH:14][C:13]([CH2:16][N:17]([CH3:19])[CH3:18])=[CH:12][CH:11]=3)=[CH:7][C:6]=2[CH:20]=1.[C:25]([C:27]1C=CC(CN2CCCCC2)=CC=1)#[CH:26].FC1C=C(C(OC)=O)C(O)=C(I)C=1. Given the product [F:1][C:2]1[CH:3]=[C:4]([C:21]([O:23][CH3:24])=[O:22])[C:5]2[O:9][C:8]([C:10]3[CH:15]=[CH:14][C:13]([CH2:16][N:17]4[CH2:19][CH2:27][CH2:25][CH2:26][CH2:18]4)=[CH:12][CH:11]=3)=[CH:7][C:6]=2[CH:20]=1, predict the reactants needed to synthesize it. (2) The reactants are: [C:1]([O:5][C:6](=[O:27])[NH:7][C:8]1[C:13]([N+:14]([O-])=O)=[CH:12][C:11]([C:17]2[CH:22]=[CH:21][CH:20]=[CH:19][C:18]=2[F:23])=[C:10]([N:24]([CH3:26])[CH3:25])[CH:9]=1)([CH3:4])([CH3:3])[CH3:2]. Given the product [C:1]([O:5][C:6](=[O:27])[NH:7][C:8]1[C:13]([NH2:14])=[CH:12][C:11]([C:17]2[CH:22]=[CH:21][CH:20]=[CH:19][C:18]=2[F:23])=[C:10]([N:24]([CH3:25])[CH3:26])[CH:9]=1)([CH3:4])([CH3:3])[CH3:2], predict the reactants needed to synthesize it. (3) Given the product [CH2:7]([O:38][NH:39][C:30]([C:29]1[C:21]([NH:20][C:14]2[CH:15]=[CH:16][C:17]([I:19])=[CH:18][C:13]=2[F:12])=[CH:22][C:23](=[O:33])[N:24]2[C:28]=1[CH2:27][CH2:26][CH2:25]2)=[O:31])[CH3:8], predict the reactants needed to synthesize it. The reactants are: CCN=C=NC[CH2:7][CH2:8]N(C)C.[F:12][C:13]1[CH:18]=[C:17]([I:19])[CH:16]=[CH:15][C:14]=1[NH:20][C:21]1[C:29]([C:30](O)=[O:31])=[C:28]2[N:24]([CH2:25][CH2:26][CH2:27]2)[C:23](=[O:33])[CH:22]=1.Cl.C(O[O:38][NH2:39])C. (4) Given the product [C:1]1([CH3:8])[CH:2]=[CH:3][CH:4]=[CH:5][C:6]=1[O:7][C:13](=[O:16])[CH2:14][CH3:15], predict the reactants needed to synthesize it. The reactants are: [C:1]1([CH3:8])[C:6]([OH:7])=[CH:5][CH:4]=[CH:3][CH:2]=1.C(Cl)(Cl)Cl.[C:13](Cl)(=[O:16])[CH2:14][CH3:15]. (5) Given the product [CH2:27]([O:28][C:29]1[CH:31]=[CH:4][C:5]([CH2:10][C:9]2[N:11]([CH2:12][CH2:13][N:14]3[CH2:19][CH2:18][CH2:17][CH2:16][CH2:15]3)[C:8]3[CH:9]=[CH:10][C:5]([C:4]([N:3]([CH2:24][CH3:25])[CH2:1][CH3:2])=[O:23])=[CH:6][C:7]=3[N:20]=2)=[CH:6][CH:7]=1)[CH3:26], predict the reactants needed to synthesize it. The reactants are: [CH2:1]([N:3]([CH2:24][CH3:25])[C:4](=[O:23])[C:5]1[CH:10]=[CH:9][C:8]([NH:11][CH2:12][CH2:13][N:14]2[CH2:19][CH2:18][CH2:17][CH2:16][CH2:15]2)=[C:7]([N+:20]([O-])=O)[CH:6]=1)[CH3:2].[CH3:26][CH2:27][O:28][C:29]([CH3:31])=O.